This data is from Forward reaction prediction with 1.9M reactions from USPTO patents (1976-2016). The task is: Predict the product of the given reaction. (1) Given the reactants [OH:1][C:2]1[CH:10]=[CH:9][C:5]([C:6]([OH:8])=[O:7])=[CH:4][CH:3]=1.S(=O)(=O)(O)O.[OH-].[Na+].[CH2:18](O)[CH3:19], predict the reaction product. The product is: [CH2:18]([O:1][C:2]1[CH:10]=[CH:9][C:5]([C:6]([OH:8])=[O:7])=[CH:4][CH:3]=1)[CH3:19]. (2) Given the reactants [C:1]([O:5][C:6]([N:8]([CH2:17][CH2:18][C:19]([CH:21]1[CH2:25][CH2:24][CH2:23][CH2:22]1)=[O:20])[C@@H:9]([CH3:16])[CH2:10][C:11](OCC)=[O:12])=[O:7])([CH3:4])([CH3:3])[CH3:2].CC([O-])(C)C.[K+], predict the reaction product. The product is: [CH:21]1([C:19]([CH:18]2[CH2:17][N:8]([C:6]([O:5][C:1]([CH3:2])([CH3:3])[CH3:4])=[O:7])[C@@H:9]([CH3:16])[CH2:10][C:11]2=[O:12])=[O:20])[CH2:25][CH2:24][CH2:23][CH2:22]1. (3) Given the reactants [H-].[H-].[H-].[H-].[Li+].[Al+3].C[O:8][C:9](=O)[CH:10]([NH2:19])[C:11]1[CH:16]=[CH:15][C:14]([F:17])=[C:13]([F:18])[CH:12]=1, predict the reaction product. The product is: [NH2:19][CH:10]([C:11]1[CH:16]=[CH:15][C:14]([F:17])=[C:13]([F:18])[CH:12]=1)[CH2:9][OH:8]. (4) Given the reactants Cl[C:2]1[CH:7]=[C:6]([O:8][C:9]2[C:10]([CH3:18])=[N:11][C:12]([N+:15]([O-:17])=[O:16])=[CH:13][CH:14]=2)[CH:5]=[CH:4][N:3]=1.[N:19]1([C:24]([NH2:26])=[O:25])[CH2:23][CH2:22][CH2:21][CH2:20]1.C([O-])([O-])=O.[Cs+].[Cs+].CC1(C)C2C(=C(P(C3C=CC=CC=3)C3C=CC=CC=3)C=CC=2)OC2C(P(C3C=CC=CC=3)C3C=CC=CC=3)=CC=CC1=2, predict the reaction product. The product is: [CH3:18][C:10]1[C:9]([O:8][C:6]2[CH:5]=[CH:4][N:3]=[C:2]([NH:26][C:24]([N:19]3[CH2:23][CH2:22][CH2:21][CH2:20]3)=[O:25])[CH:7]=2)=[CH:14][CH:13]=[C:12]([N+:15]([O-:17])=[O:16])[N:11]=1. (5) Given the reactants [C:1]([O:5][C:6]([N:8]1[CH2:13][CH2:12][C:11]([CH2:15]C(O)=O)([OH:14])[CH2:10][CH2:9]1)=[O:7])([CH3:4])([CH3:3])[CH3:2].C1C=CC(P(N=[N+]=[N-])(C2C=CC=CC=2)=[O:26])=CC=1.CC[N:38]([CH2:41]C)CC, predict the reaction product. The product is: [O:26]=[C:41]1[NH:38][CH2:15][C:11]2([CH2:10][CH2:9][N:8]([C:6]([O:5][C:1]([CH3:2])([CH3:3])[CH3:4])=[O:7])[CH2:13][CH2:12]2)[O:14]1. (6) Given the reactants Cl[C:2]1[C:11]2[C:6](=[CH:7][C:8]([C:13]#[N:14])=[C:9]([F:12])[CH:10]=2)[C:5]([CH3:15])=[CH:4][N:3]=1.[Cl:16][C:17]1[CH:18]=[C:19](C2C3C(=CC(C#N)=C(F)C=3)C=CN=2)[CH:20]=[N:21][C:22]=1[O:23][CH2:24][CH:25]([CH3:27])[CH3:26].C([O-])([O-])=O.[Cs+].[Cs+], predict the reaction product. The product is: [Cl:16][C:17]1[CH:18]=[C:19]([C:2]2[C:11]3[C:6](=[CH:7][C:8]([C:13]#[N:14])=[C:9]([F:12])[CH:10]=3)[C:5]([CH3:15])=[CH:4][N:3]=2)[CH:20]=[N:21][C:22]=1[O:23][CH2:24][CH:25]([CH3:27])[CH3:26]. (7) Given the reactants [OH:1][CH:2]1[CH2:7][CH2:6][N:5]([CH2:8][CH2:9][CH2:10][C:11]2[C:19]3[CH2:18][CH2:17][CH2:16][CH2:15][C:14]=3[NH:13][C:12]=2[CH:20]=O)[CH2:4][CH2:3]1.[CH2:22]([S:24]([C:27]1[CH:28]=[C:29]2[C:33](=[CH:34][CH:35]=1)[NH:32][C:31](=[O:36])[CH2:30]2)(=[O:26])=[O:25])[CH3:23], predict the reaction product. The product is: [CH2:22]([S:24]([C:27]1[CH:28]=[C:29]2[C:33](=[CH:34][CH:35]=1)[NH:32][C:31](=[O:36])/[C:30]/2=[CH:20]\[C:12]1[NH:13][C:14]2[CH2:15][CH2:16][CH2:17][CH2:18][C:19]=2[C:11]=1[CH2:10][CH2:9][CH2:8][N:5]1[CH2:4][CH2:3][CH:2]([OH:1])[CH2:7][CH2:6]1)(=[O:25])=[O:26])[CH3:23].